From a dataset of Full USPTO retrosynthesis dataset with 1.9M reactions from patents (1976-2016). Predict the reactants needed to synthesize the given product. (1) Given the product [CH:24]1([CH2:23][C@H:2]([NH:1][C:39]([C:31]2[O:30][C:34]3[CH:35]=[CH:36][CH:37]=[CH:38][C:33]=3[CH:32]=2)=[O:40])[C:3](=[O:4])[NH:5][CH:6]2[CH2:12][CH2:11][CH2:10][N:9]([S:13]([C:16]3[CH:21]=[CH:20][CH:19]=[CH:18][N:17]=3)(=[O:14])=[O:15])[CH2:8][C:7]2=[O:22])[CH2:29][CH2:28][CH2:27][CH2:26][CH2:25]1, predict the reactants needed to synthesize it. The reactants are: [NH2:1][C@@H:2]([CH2:23][CH:24]1[CH2:29][CH2:28][CH2:27][CH2:26][CH2:25]1)[C:3]([NH:5][CH:6]1[CH2:12][CH2:11][CH2:10][N:9]([S:13]([C:16]2[CH:21]=[CH:20][CH:19]=[CH:18][N:17]=2)(=[O:15])=[O:14])[CH2:8][CH:7]1[OH:22])=[O:4].[O:30]1[C:34]2[CH:35]=[CH:36][CH:37]=[CH:38][C:33]=2[CH:32]=[C:31]1[C:39](O)=[O:40].ON1C2C=CC=CC=2N=N1.C(O)C(N)(CO)CO. (2) The reactants are: Br[C:2]1[CH:3]=[C:4]([CH2:7][C@@H:8]([C:20]([O:22][C:23]([CH3:26])([CH3:25])[CH3:24])=[O:21])[NH:9][C:10]([C:12]2[C:17]([Cl:18])=[CH:16][CH:15]=[CH:14][C:13]=2[Cl:19])=[O:11])[S:5][CH:6]=1.[CH3:48][C:47]1[C:46](P([C:42]2[C:47]([CH3:48])=[CH:46][CH:45]=[CH:44][CH:43]=2)[C:46]2[C:47]([CH3:48])=[CH:42][CH:43]=[CH:44][CH:45]=2)=[CH:45][CH:44]=[CH:43][CH:42]=1.C(C1N=C([CH2:58][NH:59][C:60](=[O:66])[O:61][C:62]([CH3:65])([CH3:64])[CH3:63])C=CC=1)C=C.[C:67](#[N:69])C. Given the product [C:62]([O:61][C:60]([N:59]([CH3:58])[C:67]1[N:69]=[C:45]([CH2:46]/[CH:47]=[CH:48]/[C:2]2[CH:3]=[C:4]([CH2:7][C@@H:8]([C:20]([O:22][C:23]([CH3:26])([CH3:25])[CH3:24])=[O:21])[NH:9][C:10]([C:12]3[C:17]([Cl:18])=[CH:16][CH:15]=[CH:14][C:13]=3[Cl:19])=[O:11])[S:5][CH:6]=2)[CH:44]=[CH:43][CH:42]=1)=[O:66])([CH3:63])([CH3:64])[CH3:65], predict the reactants needed to synthesize it.